Dataset: Catalyst prediction with 721,799 reactions and 888 catalyst types from USPTO. Task: Predict which catalyst facilitates the given reaction. Reactant: [C:1]1(=O)[CH2:4][CH2:3][CH2:2]1.[NH:6]1[CH2:9][CH:8]([O:10][C:11]2[CH:16]=[CH:15][C:14]([N:17]3[CH:22]=[CH:21][C:20]4[N:23]=[C:24]([C:26]5[CH:31]=[CH:30][C:29]([Cl:32])=[CH:28][CH:27]=5)[S:25][C:19]=4[C:18]3=[O:33])=[CH:13][CH:12]=2)[CH2:7]1.C(O)(=O)C.C(O[BH-](OC(=O)C)OC(=O)C)(=O)C.[Na+].Cl.CCOCC. Product: [ClH:32].[Cl:32][C:29]1[CH:30]=[CH:31][C:26]([C:24]2[S:25][C:19]3[C:18](=[O:33])[N:17]([C:14]4[CH:15]=[CH:16][C:11]([O:10][CH:8]5[CH2:9][N:6]([CH:1]6[CH2:4][CH2:3][CH2:2]6)[CH2:7]5)=[CH:12][CH:13]=4)[CH:22]=[CH:21][C:20]=3[N:23]=2)=[CH:27][CH:28]=1. The catalyst class is: 138.